This data is from NCI-60 drug combinations with 297,098 pairs across 59 cell lines. The task is: Regression. Given two drug SMILES strings and cell line genomic features, predict the synergy score measuring deviation from expected non-interaction effect. Cell line: HOP-62. Synergy scores: CSS=1.34, Synergy_ZIP=-6.88, Synergy_Bliss=-10.4, Synergy_Loewe=-7.80, Synergy_HSA=-8.04. Drug 2: C(CN)CNCCSP(=O)(O)O. Drug 1: CCC1(CC2CC(C3=C(CCN(C2)C1)C4=CC=CC=C4N3)(C5=C(C=C6C(=C5)C78CCN9C7C(C=CC9)(C(C(C8N6C=O)(C(=O)OC)O)OC(=O)C)CC)OC)C(=O)OC)O.OS(=O)(=O)O.